This data is from NCI-60 drug combinations with 297,098 pairs across 59 cell lines. The task is: Regression. Given two drug SMILES strings and cell line genomic features, predict the synergy score measuring deviation from expected non-interaction effect. (1) Drug 1: COC1=CC(=CC(=C1O)OC)C2C3C(COC3=O)C(C4=CC5=C(C=C24)OCO5)OC6C(C(C7C(O6)COC(O7)C8=CC=CS8)O)O. Drug 2: CS(=O)(=O)OCCCCOS(=O)(=O)C. Cell line: A549. Synergy scores: CSS=46.4, Synergy_ZIP=-0.673, Synergy_Bliss=2.19, Synergy_Loewe=-9.09, Synergy_HSA=5.44. (2) Drug 2: CNC(=O)C1=NC=CC(=C1)OC2=CC=C(C=C2)NC(=O)NC3=CC(=C(C=C3)Cl)C(F)(F)F. Synergy scores: CSS=29.2, Synergy_ZIP=-3.97, Synergy_Bliss=-1.04, Synergy_Loewe=-1.47, Synergy_HSA=-0.141. Drug 1: C1=CC(=CC=C1CCC2=CNC3=C2C(=O)NC(=N3)N)C(=O)NC(CCC(=O)O)C(=O)O. Cell line: SW-620. (3) Drug 1: CCCCC(=O)OCC(=O)C1(CC(C2=C(C1)C(=C3C(=C2O)C(=O)C4=C(C3=O)C=CC=C4OC)O)OC5CC(C(C(O5)C)O)NC(=O)C(F)(F)F)O. Drug 2: C1=CN(C=N1)CC(O)(P(=O)(O)O)P(=O)(O)O. Cell line: HT29. Synergy scores: CSS=0.439, Synergy_ZIP=3.92, Synergy_Bliss=-4.64, Synergy_Loewe=-0.631, Synergy_HSA=-4.47. (4) Drug 1: CCC1(C2=C(COC1=O)C(=O)N3CC4=CC5=C(C=CC(=C5CN(C)C)O)N=C4C3=C2)O. Drug 2: CN1C=C(C=N1)C2=C3N=C(C(=C(N3N=C2)N)Br)C4CCCNC4. Cell line: T-47D. Synergy scores: CSS=13.5, Synergy_ZIP=-0.541, Synergy_Bliss=-5.58, Synergy_Loewe=-20.5, Synergy_HSA=-9.19. (5) Drug 1: CC(CN1CC(=O)NC(=O)C1)N2CC(=O)NC(=O)C2. Drug 2: CN(CCCl)CCCl.Cl. Cell line: U251. Synergy scores: CSS=41.5, Synergy_ZIP=-11.1, Synergy_Bliss=-2.64, Synergy_Loewe=0.363, Synergy_HSA=0.144. (6) Drug 1: CCC1=C2CN3C(=CC4=C(C3=O)COC(=O)C4(CC)O)C2=NC5=C1C=C(C=C5)O. Drug 2: CN(CC1=CN=C2C(=N1)C(=NC(=N2)N)N)C3=CC=C(C=C3)C(=O)NC(CCC(=O)O)C(=O)O. Cell line: BT-549. Synergy scores: CSS=27.2, Synergy_ZIP=-9.00, Synergy_Bliss=-6.91, Synergy_Loewe=-4.81, Synergy_HSA=-2.45. (7) Drug 1: CN(C)C1=NC(=NC(=N1)N(C)C)N(C)C. Synergy scores: CSS=47.7, Synergy_ZIP=7.18, Synergy_Bliss=6.30, Synergy_Loewe=-29.8, Synergy_HSA=5.08. Cell line: SNB-19. Drug 2: CC1=C(C(=O)C2=C(C1=O)N3CC4C(C3(C2COC(=O)N)OC)N4)N. (8) Cell line: SF-539. Synergy scores: CSS=0.152, Synergy_ZIP=-0.912, Synergy_Bliss=-8.19, Synergy_Loewe=-6.17, Synergy_HSA=-9.99. Drug 2: CC1CCC2CC(C(=CC=CC=CC(CC(C(=O)C(C(C(=CC(C(=O)CC(OC(=O)C3CCCCN3C(=O)C(=O)C1(O2)O)C(C)CC4CCC(C(C4)OC)OCCO)C)C)O)OC)C)C)C)OC. Drug 1: C1=NC2=C(N=C(N=C2N1C3C(C(C(O3)CO)O)O)F)N.